From a dataset of Full USPTO retrosynthesis dataset with 1.9M reactions from patents (1976-2016). Predict the reactants needed to synthesize the given product. (1) Given the product [CH3:28][C:23]1[CH:24]=[CH:25][CH:26]=[CH:27][C:22]=1[C:19]1[CH:18]=[CH:17][C:16]([C:14]([N:12]2[CH2:13][C:9](=[O:8])[CH2:10][C@H:11]2[C:29]([OH:31])=[O:30])=[O:15])=[CH:21][CH:20]=1, predict the reactants needed to synthesize it. The reactants are: C(N(CC)CC)C.[OH:8][C@H:9]1[CH2:13][N:12]([C:14]([C:16]2[CH:21]=[CH:20][C:19]([C:22]3[CH:27]=[CH:26][CH:25]=[CH:24][C:23]=3[CH3:28])=[CH:18][CH:17]=2)=[O:15])[C@H:11]([C:29]([OH:31])=[O:30])[CH2:10]1.C(OCC)(=O)C. (2) Given the product [CH3:12][CH:16]([NH:15][CH2:33][C:35]1[S:39][C:38]([B:40]([OH:42])[OH:41])=[CH:37][CH:36]=1)[CH3:17], predict the reactants needed to synthesize it. The reactants are: C(NCC1SC(C2C=[C:12]3[C:16](=[C:17](C(N)=O)C=2)[NH:15]C=C3C2CCN(S(CC)(=O)=O)CC2)=CC=1)C.[CH:33]([C:35]1[S:39][C:38]([B:40]([OH:42])[OH:41])=[CH:37][CH:36]=1)=O.C(N)(C)C.[BH3-]C#N.[Na+]. (3) Given the product [O:15]1[CH2:19][CH2:18][CH:17]([CH2:20][NH:21][C:11]([C:4]2[CH:5]=[C:6]([O:7][CH2:8][CH2:9][CH3:10])[N:2]([CH3:1])[N:3]=2)=[O:13])[CH2:16]1, predict the reactants needed to synthesize it. The reactants are: [CH3:1][N:2]1[C:6]([O:7][CH2:8][CH2:9][CH3:10])=[CH:5][C:4]([C:11]([OH:13])=O)=[N:3]1.Cl.[O:15]1[CH2:19][CH2:18][CH:17]([CH2:20][NH2:21])[CH2:16]1.C(N(CC)CC)C.ON1C2C=CC=CC=2N=N1.Cl.C(N=C=NCCCN(C)C)C. (4) The reactants are: [CH3:1][C:2]([O:5][C:6]([N:8]1[CH2:14][CH2:13][C:12]2[CH:15]=[CH:16][C:17](B(O)O)=[CH:18][C:11]=2[CH2:10][CH2:9]1)=[O:7])([CH3:4])[CH3:3].[Br:22][C:23]1[CH:28]=[CH:27][C:26]([CH2:29]Br)=[CH:25][N:24]=1. Given the product [Br:22][C:23]1[N:24]=[CH:25][C:26]([CH2:29][C:17]2[CH:16]=[CH:15][C:12]3[CH2:13][CH2:14][N:8]([C:6]([O:5][C:2]([CH3:4])([CH3:3])[CH3:1])=[O:7])[CH2:9][CH2:10][C:11]=3[CH:18]=2)=[CH:27][CH:28]=1, predict the reactants needed to synthesize it. (5) Given the product [Br:1][C:2]1[N:3]=[C:4]([C:15](=[O:17])[CH2:27][C:26]([O:29][CH2:30][CH3:31])=[O:28])[N:5]([NH:7][C:8]([O:10][C:11]([CH3:12])([CH3:13])[CH3:14])=[O:9])[CH:6]=1, predict the reactants needed to synthesize it. The reactants are: [Br:1][C:2]1[N:3]=[C:4]([C:15]([O:17]CC)=O)[N:5]([NH:7][C:8]([O:10][C:11]([CH3:14])([CH3:13])[CH3:12])=[O:9])[CH:6]=1.CC(C)([O-])C.[K+].[C:26]([O:29][CH2:30][CH3:31])(=[O:28])[CH3:27].